From a dataset of Forward reaction prediction with 1.9M reactions from USPTO patents (1976-2016). Predict the product of the given reaction. (1) Given the reactants [H-].[Al+3].[Li+].[H-].[H-].[H-].[Cl:7][C:8]1[CH:9]=[CH:10][C:11]([S:16][CH:17]([CH3:19])[CH3:18])=[C:12]([CH:15]=1)[C:13]#[N:14].O.O.O.O.O.O.O.O.O.O.[O-]S([O-])(=O)=O.[Na+].[Na+], predict the reaction product. The product is: [ClH:7].[Cl:7][C:8]1[CH:9]=[CH:10][C:11]([S:16][CH:17]([CH3:19])[CH3:18])=[C:12]([CH2:13][NH2:14])[CH:15]=1. (2) The product is: [Br:32][CH2:1][C:2]1[C:7]([C:8]([F:9])([F:11])[F:10])=[CH:6][C:5]([C:12]([F:14])([F:15])[F:13])=[CH:4][C:3]=1[B:16]1[O:17][C:18]([CH3:20])([CH3:19])[C:21]([CH3:23])([CH3:22])[O:24]1. Given the reactants [CH3:1][C:2]1[C:7]([C:8]([F:11])([F:10])[F:9])=[CH:6][C:5]([C:12]([F:15])([F:14])[F:13])=[CH:4][C:3]=1[B:16]1[O:24][C:21]([CH3:23])([CH3:22])[C:18]([CH3:20])([CH3:19])[O:17]1.C1C(=O)N([Br:32])C(=O)C1.C1(=O)NC(=O)CC1, predict the reaction product. (3) Given the reactants [CH3:1][O:2][C:3](=[O:16])[C:4]([C:7]1[CH:15]=[CH:14][C:10]([C:11]([OH:13])=O)=[CH:9][CH:8]=1)([CH3:6])[CH3:5].[CH3:17][C:18]1[CH:19]=[CH:20][C:21]2[N:22]([CH:24]=[C:25]([NH2:27])[N:26]=2)[CH:23]=1, predict the reaction product. The product is: [CH3:6][C:4]([C:7]1[CH:8]=[CH:9][C:10]([C:11](=[O:13])[NH:27][C:25]2[N:26]=[C:21]3[CH:20]=[CH:19][C:18]([CH3:17])=[CH:23][N:22]3[CH:24]=2)=[CH:14][CH:15]=1)([CH3:5])[C:3]([O:2][CH3:1])=[O:16]. (4) Given the reactants Cl[C:2]1[C:11]2=[N:12][N:13](CC3C=CC(OC)=CC=3)[CH:14]=[C:10]2[C:9]2[CH:8]=[C:7]([O:24][CH3:25])[CH:6]=[CH:5][C:4]=2[N:3]=1.[CH3:26][S:27]([C:29]1[CH:30]=[C:31]([CH:33]=[CH:34][CH:35]=1)[NH2:32])=[O:28].Cl, predict the reaction product. The product is: [CH3:25][O:24][C:7]1[CH:6]=[CH:5][C:4]2[N:3]=[C:2]([NH:32][C:31]3[CH:33]=[CH:34][CH:35]=[C:29]([S:27]([CH3:26])=[O:28])[CH:30]=3)[C:11]3=[N:12][NH:13][CH:14]=[C:10]3[C:9]=2[CH:8]=1.